Dataset: Forward reaction prediction with 1.9M reactions from USPTO patents (1976-2016). Task: Predict the product of the given reaction. (1) Given the reactants [CH3:1][C:2]1[CH:7]=[C:6]([O:8][C:9]2[CH:14]=[CH:13][C:12]([NH2:15])=[CH:11][CH:10]=2)[CH:5]=[CH:4][N:3]=1.[NH2:16][C:17]1[N:22]=[C:21](Cl)[CH:20]=[C:19]([Cl:24])[N:18]=1.Cl, predict the reaction product. The product is: [Cl:24][C:19]1[N:18]=[C:17]([NH2:16])[N:22]=[C:21]([NH:15][C:12]2[CH:13]=[CH:14][C:9]([O:8][C:6]3[CH:5]=[CH:4][N:3]=[C:2]([CH3:1])[CH:7]=3)=[CH:10][CH:11]=2)[CH:20]=1. (2) Given the reactants C(OC(=O)[NH:7][CH2:8][CH2:9][N:10]1[C:18]2[C:17]([NH:19][C:20]3[CH:25]=[CH:24][C:23]([O:26][C:27]4[CH:32]=[CH:31][CH:30]=[C:29]([O:33][CH2:34][C:35]([CH3:38])([CH3:37])[CH3:36])[CH:28]=4)=[C:22]([CH3:39])[CH:21]=3)=[N:16][CH:15]=[N:14][C:13]=2[CH:12]=[CH:11]1)(C)(C)C.[ClH:41], predict the reaction product. The product is: [ClH:41].[ClH:41].[NH2:7][CH2:8][CH2:9][N:10]1[C:18]2[C:17]([NH:19][C:20]3[CH:25]=[CH:24][C:23]([O:26][C:27]4[CH:32]=[CH:31][CH:30]=[C:29]([O:33][CH2:34][C:35]([CH3:37])([CH3:36])[CH3:38])[CH:28]=4)=[C:22]([CH3:39])[CH:21]=3)=[N:16][CH:15]=[N:14][C:13]=2[CH:12]=[CH:11]1. (3) Given the reactants [Br:1][C:2]1[N:6]2[C:7](=[O:21])[CH:8]=[C:9]([CH2:11][N:12]3[C:16]([Cl:17])=[CH:15][C:14]([N+:18]([O-])=O)=[N:13]3)[N:10]=[C:5]2[S:4][C:3]=1[CH3:22].[Cl-].[NH4+], predict the reaction product. The product is: [NH2:18][C:14]1[CH:15]=[C:16]([Cl:17])[N:12]([CH2:11][C:9]2[N:10]=[C:5]3[S:4][C:3]([CH3:22])=[C:2]([Br:1])[N:6]3[C:7](=[O:21])[CH:8]=2)[N:13]=1. (4) Given the reactants [NH2:1][CH2:2][CH2:3][CH2:4][N:5]1[C:17]2[C:16]3[CH:15]=[CH:14][CH:13]=[CH:12][C:11]=3[N:10]=[C:9]([NH2:18])[C:8]=2[N:7]=[C:6]1[CH2:19][CH2:20][CH2:21][CH3:22].[CH:23]([C:25]1[CH:30]=[CH:29][C:28]([CH2:31][C:32]([O:34][CH3:35])=[O:33])=[CH:27][CH:26]=1)=O.[BH4-].[Na+], predict the reaction product. The product is: [NH2:18][C:9]1[C:8]2[N:7]=[C:6]([CH2:19][CH2:20][CH2:21][CH3:22])[N:5]([CH2:4][CH2:3][CH2:2][NH:1][CH2:23][C:25]3[CH:26]=[CH:27][C:28]([CH2:31][C:32]([O:34][CH3:35])=[O:33])=[CH:29][CH:30]=3)[C:17]=2[C:16]2[CH:15]=[CH:14][CH:13]=[CH:12][C:11]=2[N:10]=1. (5) Given the reactants [NH2:1][C:2]1[N:10]=[C:9]2[C:5]([N:6]=[CH:7][N:8]2[CH2:11][O:12][CH2:13][CH2:14][OH:15])=[C:4]([O:16][CH3:17])[N:3]=1.[P:18](Cl)([Cl:21])([Cl:20])=[O:19], predict the reaction product. The product is: [NH2:1][C:2]1[N:10]=[C:9]2[C:5]([N:6]=[CH:7][N:8]2[CH2:11][O:12][CH2:13][CH2:14][O:15][P:18]([Cl:21])([Cl:20])=[O:19])=[C:4]([O:16][CH3:17])[N:3]=1. (6) Given the reactants CCN(C(C)C)C(C)C.[C:10]1([C:23]2[CH:28]=[CH:27][CH:26]=[CH:25][CH:24]=2)[CH:15]=[CH:14][C:13]([NH:16][C:17](=[O:22])[CH2:18][C:19]([OH:21])=O)=[CH:12][CH:11]=1.C1C=CC2N(O)N=NC=2C=1.CCN=C=NCCCN(C)C.Cl.Cl.[NH:52]1[CH2:57][CH2:56][CH:55]([O:58][C:59]2[CH:60]=[C:61]([CH:64]=[CH:65][CH:66]=2)[C:62]#[N:63])[CH2:54][CH2:53]1, predict the reaction product. The product is: [C:10]1([C:23]2[CH:28]=[CH:27][CH:26]=[CH:25][CH:24]=2)[CH:11]=[CH:12][C:13]([NH:16][C:17](=[O:22])[CH2:18][C:19]([N:52]2[CH2:53][CH2:54][CH:55]([O:58][C:59]3[CH:66]=[CH:65][CH:64]=[C:61]([C:62]#[N:63])[CH:60]=3)[CH2:56][CH2:57]2)=[O:21])=[CH:14][CH:15]=1. (7) Given the reactants [C:1]([O:4][CH2:5][CH2:6]Br)(=[O:3])[CH3:2].C(=O)([O-])[O-].[K+].[K+].[C:14]([C:17]1[CH:18]([C:35]2[CH:42]=[CH:41][C:38]([C:39]#[N:40])=[CH:37][CH:36]=2)[NH:19][C:20](=[S:34])[N:21]([C:24]2[CH:29]=[CH:28][CH:27]=[C:26]([C:30]([F:33])([F:32])[F:31])[CH:25]=2)[C:22]=1[CH3:23])(=[O:16])[CH3:15], predict the reaction product. The product is: [C:14]([C:17]1[CH:18]([C:35]2[CH:36]=[CH:37][C:38]([C:39]#[N:40])=[CH:41][CH:42]=2)[N:19]=[C:20]([S:34][CH2:6][CH2:5][O:4][C:1](=[O:3])[CH3:2])[N:21]([C:24]2[CH:29]=[CH:28][CH:27]=[C:26]([C:30]([F:33])([F:31])[F:32])[CH:25]=2)[C:22]=1[CH3:23])(=[O:16])[CH3:15]. (8) Given the reactants Cl[C:2]1[N:7]=[C:6]([C:8]2[S:12][C:11]([C:13]([CH3:16])([CH3:15])[CH3:14])=[N:10][C:9]=2[C:17]2[C:18]([F:36])=[C:19]([NH:24][S:25]([C:28]3[CH:33]=[C:32]([F:34])[CH:31]=[CH:30][C:29]=3[F:35])(=[O:27])=[O:26])[CH:20]=[CH:21][C:22]=2[F:23])[CH:5]=[CH:4][N:3]=1.C([O-])=O.[NH4+], predict the reaction product. The product is: [CH3:16][C:13]([C:11]1[S:12][C:8]([C:6]2[CH:5]=[CH:4][N:3]=[CH:2][N:7]=2)=[C:9]([C:17]2[C:18]([F:36])=[C:19]([NH:24][S:25]([C:28]3[CH:33]=[C:32]([F:34])[CH:31]=[CH:30][C:29]=3[F:35])(=[O:27])=[O:26])[CH:20]=[CH:21][C:22]=2[F:23])[N:10]=1)([CH3:14])[CH3:15]. (9) Given the reactants [Cl:1][C:2]1[C:11]2[C:6](=[CH:7][CH:8]=[CH:9][CH:10]=2)[CH:5]=[C:4]([C:12]([O:14]CC)=O)[N:3]=1.[F:17][C:18]1[CH:23]=[CH:22][C:21]([Mg]Br)=[CH:20][CH:19]=1.C(OCC)C.Cl, predict the reaction product. The product is: [Cl:1][C:2]1[C:11]2[C:6](=[CH:7][CH:8]=[CH:9][CH:10]=2)[CH:5]=[C:4]([C:12]([C:21]2[CH:22]=[CH:23][C:18]([F:17])=[CH:19][CH:20]=2)=[O:14])[N:3]=1.